Predict the reactants needed to synthesize the given product. From a dataset of Full USPTO retrosynthesis dataset with 1.9M reactions from patents (1976-2016). (1) Given the product [C:1]([C:5]1[O:9][N:8]=[C:7]([C:10]2[CH:15]=[C:14]([O:20][CH2:21][CH:22]3[CH2:27][O:26][CH2:25][CH2:24][NH:23]3)[C:13]([CH:17]3[CH2:19][CH2:18]3)=[CH:12][N:11]=2)[N:6]=1)([CH3:4])([CH3:3])[CH3:2], predict the reactants needed to synthesize it. The reactants are: [C:1]([C:5]1[O:9][N:8]=[C:7]([C:10]2[CH:15]=[C:14](Cl)[C:13]([CH:17]3[CH2:19][CH2:18]3)=[CH:12][N:11]=2)[N:6]=1)([CH3:4])([CH3:3])[CH3:2].[OH:20][CH2:21][CH:22]1[CH2:27][O:26][CH2:25][CH2:24][NH:23]1. (2) Given the product [Br:8][C:4]1[N:3]=[C:2]([C:19]2[N:16]3[CH:17]=[CH:18][C:13]([C:10]([F:9])([CH3:11])[CH3:12])=[N:14][C:15]3=[N:21][CH:20]=2)[CH:7]=[CH:6][CH:5]=1, predict the reactants needed to synthesize it. The reactants are: Br[C:2]1[CH:7]=[CH:6][CH:5]=[C:4]([Br:8])[N:3]=1.[F:9][C:10]([C:13]1[CH:18]=[CH:17][N:16]2[C:19]([Sn](CCCC)(CCCC)CCCC)=[CH:20][N:21]=[C:15]2[N:14]=1)([CH3:12])[CH3:11]. (3) Given the product [CH:25]1([CH2:26][NH:27][C:18]([C:10]2[C:11]3=[N:12][CH:13]=[CH:14][C:15]([CH3:17])=[C:16]3[N:8]([CH2:7][C:6]3[CH:21]=[C:2]([F:1])[CH:3]=[CH:4][C:5]=3[O:22][CH3:23])[CH:9]=2)=[O:19])[CH2:29][CH2:28]1, predict the reactants needed to synthesize it. The reactants are: [F:1][C:2]1[CH:3]=[CH:4][C:5]([O:22][CH3:23])=[C:6]([CH:21]=1)[CH2:7][N:8]1[C:16]2[C:11](=[N:12][CH:13]=[CH:14][C:15]=2[CH3:17])[C:10]([C:18](O)=[O:19])=[CH:9]1.F[CH2:25][CH2:26][NH2:27].[CH2:28](N(CC)CC)[CH3:29].C(P1(=O)OP(CCC)(=O)OP(CCC)(=O)O1)CC. (4) Given the product [OH:8][C:9]1[CH:10]=[C:11]([N:15]2[CH2:16][CH2:17][N:18]([C:21]([C:23]3[N:24]([C:29]4[CH:34]=[CH:33][CH:32]=[CH:31][CH:30]=4)[N:25]=[C:26]([CH3:28])[CH:27]=3)=[O:22])[CH2:19][CH2:20]2)[CH:12]=[N:13][CH:14]=1, predict the reactants needed to synthesize it. The reactants are: C([O:8][C:9]1[CH:10]=[C:11]([N:15]2[CH2:20][CH2:19][N:18]([C:21]([C:23]3[N:24]([C:29]4[CH:34]=[CH:33][CH:32]=[CH:31][CH:30]=4)[N:25]=[C:26]([CH3:28])[CH:27]=3)=[O:22])[CH2:17][CH2:16]2)[CH:12]=[N:13][CH:14]=1)C1C=CC=CC=1.C([O-])=O.[NH4+]. (5) The reactants are: C(OC([N:8]1[C:12]2=[N:13][CH:14]=[C:15]([Br:17])[CH:16]=[C:11]2[C:10]([CH2:18]Br)=[N:9]1)=O)(C)(C)C.Cl.[CH3:21][NH:22][CH3:23]. Given the product [Br:17][C:15]1[CH:16]=[C:11]2[C:10]([CH2:18][N:22]([CH3:23])[CH3:21])=[N:9][NH:8][C:12]2=[N:13][CH:14]=1, predict the reactants needed to synthesize it. (6) Given the product [Cl:17][C:18]1[CH:23]=[CH:22][C:21]([C:24]([CH3:29])([CH3:28])[C:25]([N:12]2[CH2:13][CH2:14][CH2:15][C:16]3[N:8]([C:5]4[CH:4]=[CH:3][C:2]([F:1])=[CH:7][CH:6]=4)[N:9]=[CH:10][C:11]2=3)=[O:26])=[CH:20][C:19]=1[C:30]([F:31])([F:32])[F:33], predict the reactants needed to synthesize it. The reactants are: [F:1][C:2]1[CH:7]=[CH:6][C:5]([N:8]2[C:16]3[CH2:15][CH2:14][CH2:13][NH:12][C:11]=3[CH:10]=[N:9]2)=[CH:4][CH:3]=1.[Cl:17][C:18]1[CH:23]=[CH:22][C:21]([C:24]([CH3:29])([CH3:28])[C:25](O)=[O:26])=[CH:20][C:19]=1[C:30]([F:33])([F:32])[F:31].CCN(CC)CC.CN(C(ON1N=NC2C=CC=NC1=2)=[N+](C)C)C.F[P-](F)(F)(F)(F)F. (7) Given the product [CH3:1][C:2]1([CH3:28])[CH2:7][C:6]([CH3:9])([CH3:8])[CH2:5][CH:4]([C:10]2[CH:15]=[CH:14][CH:13]=[CH:12][C:11]=2[N:16]2[CH2:21][CH2:20][N:19]([CH2:22][C@@H:23]3[CH2:25][C@H:24]3[CH2:26][C:29]#[N:31])[CH2:18][CH2:17]2)[CH2:3]1.[Cl:40][CH2:26][C@@H:24]1[CH2:25][C@H:23]1[CH2:22][N:19]1[CH2:18][CH2:17][N:16]([C:11]2[CH:12]=[CH:13][CH:14]=[CH:15][C:10]=2[CH:4]2[CH2:3][C:2]([CH3:28])([CH3:1])[CH2:7][C:6]([CH3:8])([CH3:9])[CH2:5]2)[CH2:21][CH2:20]1, predict the reactants needed to synthesize it. The reactants are: [CH3:1][C:2]1([CH3:28])[CH2:7][C:6]([CH3:9])([CH3:8])[CH2:5][CH:4]([C:10]2[CH:15]=[CH:14][CH:13]=[CH:12][C:11]=2[N:16]2[CH2:21][CH2:20][N:19]([CH2:22][C@@H:23]3[CH2:25][C@H:24]3[CH2:26]O)[CH2:18][CH2:17]2)[CH2:3]1.[CH2:29]([N:31](CC)CC)C.CS([Cl:40])(=O)=O.[Cl-].[NH4+].[C-]#N.[K+].